From a dataset of Catalyst prediction with 721,799 reactions and 888 catalyst types from USPTO. Predict which catalyst facilitates the given reaction. (1) Reactant: [NH2:1][C:2]1[C:3]2[C:13]([O:14][CH2:15][C:16]([NH:19][C:20](=[O:28])[C:21]3[CH:26]=[CH:25][N:24]=[C:23](Br)[CH:22]=3)([CH3:18])[CH3:17])=[CH:12][CH:11]=[CH:10][C:4]=2[NH:5][S:6](=[O:9])(=[O:8])[N:7]=1.O.[F:30][C:31]1[CH:36]=[CH:35][C:34](B(O)O)=[CH:33][CH:32]=1.C(=O)([O-])[O-].[K+].[K+]. Product: [NH2:1][C:2]1[C:3]2[C:13]([O:14][CH2:15][C:16]([NH:19][C:20](=[O:28])[C:21]3[CH:26]=[CH:25][N:24]=[C:23]([C:34]4[CH:35]=[CH:36][C:31]([F:30])=[CH:32][CH:33]=4)[CH:22]=3)([CH3:18])[CH3:17])=[CH:12][CH:11]=[CH:10][C:4]=2[NH:5][S:6](=[O:9])(=[O:8])[N:7]=1. The catalyst class is: 3. (2) Reactant: C(OC([N:8]1[CH2:13][CH2:12][CH:11]([CH:14]([CH3:17])[CH2:15][OH:16])[CH2:10][CH2:9]1)=O)(C)(C)C.[ClH:18]. Product: [ClH:18].[NH:8]1[CH2:13][CH2:12][CH:11]([CH:14]([CH3:17])[CH2:15][OH:16])[CH2:10][CH2:9]1. The catalyst class is: 12. (3) Reactant: [C:1]([O:5][C:6]([N:8]1[CH2:12][CH2:11][CH2:10][CH:9]1[C:13]1[NH:14][C:15]([Br:18])=[CH:16][N:17]=1)=[O:7])([CH3:4])([CH3:3])[CH3:2].[H-].[Na+].[CH3:21][Si:22]([CH2:25][CH2:26][O:27][CH2:28]Cl)([CH3:24])[CH3:23]. Product: [C:1]([O:5][C:6]([N:8]1[CH2:12][CH2:11][CH2:10][CH:9]1[C:13]1[N:14]([CH2:28][O:27][CH2:26][CH2:25][Si:22]([CH3:24])([CH3:23])[CH3:21])[C:15]([Br:18])=[CH:16][N:17]=1)=[O:7])([CH3:4])([CH3:2])[CH3:3]. The catalyst class is: 3.